The task is: Predict the product of the given reaction.. This data is from Forward reaction prediction with 1.9M reactions from USPTO patents (1976-2016). Given the reactants [N:1]([C:4]1[S:5][C:6]([CH3:14])=[C:7]([CH3:13])[C:8]=1[C:9]([O:11]C)=O)=[C:2]=[S:3].[CH3:15][C:16]1[N:20]([CH2:21][CH2:22][CH2:23][NH2:24])[CH:19]=[N:18][CH:17]=1, predict the reaction product. The product is: [CH3:13][C:7]1[C:8]2[C:9](=[O:11])[N:24]([CH2:23][CH2:22][CH2:21][N:20]3[C:16]([CH3:15])=[CH:17][N:18]=[CH:19]3)[C:2](=[S:3])[NH:1][C:4]=2[S:5][C:6]=1[CH3:14].